This data is from Catalyst prediction with 721,799 reactions and 888 catalyst types from USPTO. The task is: Predict which catalyst facilitates the given reaction. (1) Reactant: [C:1]([N:4]1[C:13]2[C:8](=[CH:9][C:10]([C:14]3[CH:22]=[CH:21][C:17]([C:18]([OH:20])=[O:19])=[CH:16][N:15]=3)=[CH:11][CH:12]=2)[C@H:7]([NH:23][C:24]2[CH:29]=[CH:28][C:27]([C:30]#[N:31])=[CH:26][N:25]=2)[CH2:6][C@@H:5]1[CH3:32])(=[O:3])[CH3:2].[CH3:33][N:34]([CH3:39])[CH2:35][CH2:36][CH2:37]O.C(Cl)CCl. Product: [C:1]([N:4]1[C:13]2[C:8](=[CH:9][C:10]([C:14]3[CH:22]=[CH:21][C:17]([C:18]([O:20][CH2:37][CH2:36][CH2:35][N:34]([CH3:39])[CH3:33])=[O:19])=[CH:16][N:15]=3)=[CH:11][CH:12]=2)[C@H:7]([NH:23][C:24]2[CH:29]=[CH:28][C:27]([C:30]#[N:31])=[CH:26][N:25]=2)[CH2:6][C@@H:5]1[CH3:32])(=[O:3])[CH3:2]. The catalyst class is: 239. (2) Reactant: C([O:8][C:9]1[CH:14]=[CH:13][C:12]([N:15]2[CH:23]=[C:22]3[C:17]([CH:18]=[CH:19][C:20]([O:24][CH3:25])=[CH:21]3)=[N:16]2)=[CH:11][CH:10]=1)C1C=CC=CC=1.CO. Product: [CH3:25][O:24][C:20]1[CH:19]=[CH:18][C:17]2[C:22](=[CH:23][N:15]([C:12]3[CH:13]=[CH:14][C:9]([OH:8])=[CH:10][CH:11]=3)[N:16]=2)[CH:21]=1. The catalyst class is: 354. (3) Reactant: [Cl:1][C:2]1[CH:3]=[C:4]2[C:10]([C:11]3[N:16]=[C:15]([NH:17][C@H:18]4[CH2:23][CH2:22][CH2:21][C@@H:20]([NH2:24])[CH2:19]4)[C:14]([F:25])=[CH:13][N:12]=3)=[CH:9][N:8](S(C3C=CC(C)=CC=3)(=O)=O)[C:5]2=[N:6][CH:7]=1.[CH3:36][O:37][CH2:38][CH:39]1[CH2:41][O:40]1.[Li+].[OH-]. Product: [Cl:1][C:2]1[CH:3]=[C:4]2[C:10]([C:11]3[N:16]=[C:15]([NH:17][C@H:18]4[CH2:23][CH2:22][CH2:21][C@@H:20]([NH:24][CH2:41][CH:39]([OH:40])[CH2:38][O:37][CH3:36])[CH2:19]4)[C:14]([F:25])=[CH:13][N:12]=3)=[CH:9][NH:8][C:5]2=[N:6][CH:7]=1. The catalyst class is: 5. (4) Reactant: [F:1][C:2]1[C:24]([F:25])=[CH:23][CH:22]=[CH:21][C:3]=1[CH2:4][N:5]1[C:9]2=[N:10][C:11]([CH3:20])=[C:12]([C:15]([O:17][CH2:18][CH3:19])=[O:16])[C:13](O)=[C:8]2[CH:7]=[CH:6]1.N1C=CC=CC=1.S(OS(C(F)(F)F)(=O)=O)(C(F)(F)F)(=O)=O.[I-:47].[Na+].Cl.[O-]S([O-])(=S)=O.[Na+].[Na+].O. Product: [F:1][C:2]1[C:24]([F:25])=[CH:23][CH:22]=[CH:21][C:3]=1[CH2:4][N:5]1[C:9]2=[N:10][C:11]([CH3:20])=[C:12]([C:15]([O:17][CH2:18][CH3:19])=[O:16])[C:13]([I:47])=[C:8]2[CH:7]=[CH:6]1. The catalyst class is: 10. (5) Reactant: ClC1C=C(C(OO)=[O:9])C=CC=1.[CH2:12]([N:15]1[C:39](=[O:40])[C:18]2=[N:19][N:20]([CH2:27][C:28]3[CH:33]=[CH:32][C:31]([N:34]4[CH:38]=[CH:37][CH:36]=[N:35]4)=[CH:30][CH:29]=3)[C:21]3[CH:22]=[CH:23][CH:24]=[CH:25][C:26]=3[C:17]2=[N:16]1)[CH:13]=[CH2:14].C(=O)(O)[O-].[Na+]. Product: [O:9]1[CH2:14][CH:13]1[CH2:12][N:15]1[C:39](=[O:40])[C:18]2=[N:19][N:20]([CH2:27][C:28]3[CH:33]=[CH:32][C:31]([N:34]4[CH:38]=[CH:37][CH:36]=[N:35]4)=[CH:30][CH:29]=3)[C:21]3[CH:22]=[CH:23][CH:24]=[CH:25][C:26]=3[C:17]2=[N:16]1. The catalyst class is: 614. (6) Reactant: C[O:2][C:3](=O)[C:4]1[CH:9]=[CH:8][C:7]([Br:10])=[CH:6][C:5]=1[CH2:11]Br.[OH-].[NH4+:15]. Product: [Br:10][C:7]1[CH:6]=[C:5]2[C:4](=[CH:9][CH:8]=1)[C:3](=[O:2])[NH:15][CH2:11]2. The catalyst class is: 547. (7) Reactant: [Si:1]([O:18][C@@H:19]1[CH2:23][N:22]([C:24]([O:26][C:27]([CH3:30])([CH3:29])[CH3:28])=[O:25])[C@H:21]([CH2:31][OH:32])[CH2:20]1)([C:14]([CH3:17])([CH3:16])[CH3:15])([C:8]1[CH:13]=[CH:12][CH:11]=[CH:10][CH:9]=1)[C:2]1[CH:7]=[CH:6][CH:5]=[CH:4][CH:3]=1.[H-].[Na+].C(COBr)C.[O:40]1[CH2:44]C[CH2:42][CH2:41]1. Product: [Si:1]([O:18][C@@H:19]1[CH2:23][N:22]([C:24]([O:26][C:27]([CH3:30])([CH3:29])[CH3:28])=[O:25])[C@H:21]([CH2:31][O:32][CH2:42][CH2:41][O:40][CH3:44])[CH2:20]1)([C:14]([CH3:16])([CH3:17])[CH3:15])([C:8]1[CH:9]=[CH:10][CH:11]=[CH:12][CH:13]=1)[C:2]1[CH:3]=[CH:4][CH:5]=[CH:6][CH:7]=1. The catalyst class is: 25. (8) Reactant: C[O:2][C:3](=[O:32])[C:4]1[CH:9]=[CH:8][CH:7]=[C:6]([CH2:10][N:11]2[C:15]3[CH:16]=[CH:17][CH:18]=[CH:19][C:14]=3[N:13]([CH2:20][CH2:21][CH2:22][O:23][C:24]3[CH:29]=[CH:28][C:27]([F:30])=[CH:26][CH:25]=3)[C:12]2=[NH:31])[CH:5]=1.[OH-].[Na+]. Product: [F:30][C:27]1[CH:26]=[CH:25][C:24]([O:23][CH2:22][CH2:21][CH2:20][N:13]2[C:14]3[CH:19]=[CH:18][CH:17]=[CH:16][C:15]=3[N:11]([CH2:10][C:6]3[CH:5]=[C:4]([CH:9]=[CH:8][CH:7]=3)[C:3]([OH:32])=[O:2])[C:12]2=[NH:31])=[CH:29][CH:28]=1. The catalyst class is: 5.